Dataset: Forward reaction prediction with 1.9M reactions from USPTO patents (1976-2016). Task: Predict the product of the given reaction. (1) Given the reactants [CH3:16][C:11]1([CH3:17])[C:12]([CH3:15])([CH3:14])[O:13][B:9]([B:9]2[O:13][C:12]([CH3:15])([CH3:14])[C:11]([CH3:17])([CH3:16])[O:10]2)[O:10]1.C([O-])(=O)C.[K+].[CH2:24]([C:26]([C:37]1[CH:42]=[CH:41][C:40](OS(C(F)(F)F)(=O)=O)=[C:39]([CH3:51])[CH:38]=1)([C:29]1[CH:34]=[CH:33][C:32]([OH:35])=[C:31]([CH3:36])[CH:30]=1)[CH2:27][CH3:28])[CH3:25].C(OCC)(=O)C, predict the reaction product. The product is: [CH2:24]([C:26]([C:29]1[CH:34]=[CH:33][C:32]([OH:35])=[C:31]([CH3:36])[CH:30]=1)([C:37]1[CH:42]=[CH:41][C:40]([B:9]2[O:10][C:11]([CH3:16])([CH3:17])[C:12]([CH3:14])([CH3:15])[O:13]2)=[C:39]([CH3:51])[CH:38]=1)[CH2:27][CH3:28])[CH3:25]. (2) Given the reactants [Cl:1][C:2]1[CH:7]=[CH:6][C:5]([CH:8]([C:21]2[CH:26]=[CH:25][C:24]([Cl:27])=[CH:23][CH:22]=2)[C:9]2[CH:10]=[C:11]3[C:16](=[CH:17][CH:18]=2)[NH:15][C:14](=[O:19])[CH:13]=[C:12]3[Br:20])=[CH:4][CH:3]=1.[C:28](=O)([O-])[O-].[K+].[K+].CI, predict the reaction product. The product is: [Cl:1][C:2]1[CH:3]=[CH:4][C:5]([CH:8]([C:21]2[CH:26]=[CH:25][C:24]([Cl:27])=[CH:23][CH:22]=2)[C:9]2[CH:10]=[C:11]3[C:16](=[CH:17][CH:18]=2)[N:15]([CH3:28])[C:14](=[O:19])[CH:13]=[C:12]3[Br:20])=[CH:6][CH:7]=1. (3) Given the reactants [NH2:1][C:2]1[CH:3]=[C:4]([S:8]([NH2:11])(=[O:10])=[O:9])[CH:5]=[CH:6][CH:7]=1.[F:12][C:13]1[CH:21]=[C:20]([CH3:22])[C:19]([F:23])=[CH:18][C:14]=1[C:15](O)=[O:16].CN(C(ON1N=NC2C=CC=NC1=2)=[N+](C)C)C.F[P-](F)(F)(F)(F)F.CN1CCOCC1.Cl, predict the reaction product. The product is: [F:12][C:13]1[CH:21]=[C:20]([CH3:22])[C:19]([F:23])=[CH:18][C:14]=1[C:15]([NH:1][C:2]1[CH:7]=[CH:6][CH:5]=[C:4]([S:8](=[O:9])(=[O:10])[NH2:11])[CH:3]=1)=[O:16]. (4) Given the reactants C(N(C(C)C)CC)(C)C.[NH:10]1[CH2:15][CH2:14][O:13][CH2:12][CH2:11]1.[CH2:16]1[C:24]2[C:19](=[CH:20][CH:21]=[CH:22][CH:23]=2)[CH2:18][CH:17]1[C@H:25]1[NH:30][C:29](=[O:31])[C@@H:28]([C@@H:32]([CH3:35])[CH2:33][CH3:34])[N:27]([CH:36]([C:40]2[N:41]=[C:42]([CH3:45])[O:43][CH:44]=2)[C:37](O)=[O:38])[C:26]1=[O:46], predict the reaction product. The product is: [CH2:16]1[C:24]2[C:19](=[CH:20][CH:21]=[CH:22][CH:23]=2)[CH2:18][CH:17]1[C@H:25]1[NH:30][C:29](=[O:31])[C@@H:28]([C@@H:32]([CH3:35])[CH2:33][CH3:34])[N:27]([C@H:36]([C:40]2[N:41]=[C:42]([CH3:45])[O:43][CH:44]=2)[C:37]([N:10]2[CH2:15][CH2:14][O:13][CH2:12][CH2:11]2)=[O:38])[C:26]1=[O:46]. (5) The product is: [CH3:22][NH:23][C:24]([NH:21][NH:20][C:18]([C:15]1[CH:16]=[CH:17][C:12]2[O:11][CH:10]=[C:9]([C:6]3[CH:5]=[CH:4][C:3]([S:2][CH3:1])=[CH:8][CH:7]=3)[C:13]=2[CH:14]=1)=[O:19])=[S:25]. Given the reactants [CH3:1][S:2][C:3]1[CH:8]=[CH:7][C:6]([C:9]2[C:13]3[CH:14]=[C:15]([C:18]([NH:20][NH2:21])=[O:19])[CH:16]=[CH:17][C:12]=3[O:11][CH:10]=2)=[CH:5][CH:4]=1.[CH3:22][N:23]=[C:24]=[S:25], predict the reaction product.